This data is from NCI-60 drug combinations with 297,098 pairs across 59 cell lines. The task is: Regression. Given two drug SMILES strings and cell line genomic features, predict the synergy score measuring deviation from expected non-interaction effect. (1) Drug 1: CC=C1C(=O)NC(C(=O)OC2CC(=O)NC(C(=O)NC(CSSCCC=C2)C(=O)N1)C(C)C)C(C)C. Drug 2: CC1CCC2CC(C(=CC=CC=CC(CC(C(=O)C(C(C(=CC(C(=O)CC(OC(=O)C3CCCCN3C(=O)C(=O)C1(O2)O)C(C)CC4CCC(C(C4)OC)OCCO)C)C)O)OC)C)C)C)OC. Cell line: NCI-H226. Synergy scores: CSS=42.4, Synergy_ZIP=-0.374, Synergy_Bliss=0.659, Synergy_Loewe=-36.0, Synergy_HSA=0.919. (2) Drug 1: C(=O)(N)NO. Drug 2: CCCCCOC(=O)NC1=NC(=O)N(C=C1F)C2C(C(C(O2)C)O)O. Cell line: OVCAR-4. Synergy scores: CSS=5.71, Synergy_ZIP=-4.24, Synergy_Bliss=-3.32, Synergy_Loewe=-3.11, Synergy_HSA=-1.64.